Regression. Given two drug SMILES strings and cell line genomic features, predict the synergy score measuring deviation from expected non-interaction effect. From a dataset of NCI-60 drug combinations with 297,098 pairs across 59 cell lines. (1) Cell line: HCT116. Drug 2: C(CCl)NC(=O)N(CCCl)N=O. Drug 1: CC1=CC2C(CCC3(C2CCC3(C(=O)C)OC(=O)C)C)C4(C1=CC(=O)CC4)C. Synergy scores: CSS=11.3, Synergy_ZIP=1.77, Synergy_Bliss=6.56, Synergy_Loewe=3.77, Synergy_HSA=6.09. (2) Drug 1: C1CC(=O)NC(=O)C1N2C(=O)C3=CC=CC=C3C2=O. Drug 2: CC1CCCC2(C(O2)CC(NC(=O)CC(C(C(=O)C(C1O)C)(C)C)O)C(=CC3=CSC(=N3)C)C)C. Cell line: M14. Synergy scores: CSS=38.6, Synergy_ZIP=3.12, Synergy_Bliss=0.409, Synergy_Loewe=-39.3, Synergy_HSA=-1.88.